From a dataset of Catalyst prediction with 721,799 reactions and 888 catalyst types from USPTO. Predict which catalyst facilitates the given reaction. (1) Reactant: [C:1]([O:6][CH:7]1CCC[CH2:9][CH2:8]1)(=[O:5])[C:2]([CH3:4])=[CH2:3].C(OC)(=[O:17])C(C)=C.C(O)(=O)C(C)=C.COCC(O)C. Product: [C:1]([O:6][CH2:7][CH:8]1[O:17][CH2:9]1)(=[O:5])[C:2]([CH3:4])=[CH2:3]. The catalyst class is: 6. (2) Product: [CH3:1][O:2][C:3]([C:5]1[CH:10]=[C:9]([NH:26][CH:23]2[CH2:22][CH2:21][N:20]([C:18]([O:17][C:13]([CH3:16])([CH3:15])[CH3:14])=[O:19])[CH2:25][CH2:24]2)[N:8]=[C:7]([Cl:12])[N:6]=1)=[O:4]. Reactant: [CH3:1][O:2][C:3]([C:5]1[CH:10]=[C:9](Cl)[N:8]=[C:7]([Cl:12])[N:6]=1)=[O:4].[C:13]([O:17][C:18]([N:20]1[CH2:25][CH2:24][CH:23]([NH2:26])[CH2:22][CH2:21]1)=[O:19])([CH3:16])([CH3:15])[CH3:14]. The catalyst class is: 3. (3) Reactant: [CH2:1]([O:3][C:4]1[CH:5]=[C:6]([C:10]2[N:11]=[CH:12][CH:13]=[C:14]3[C:18]([CH2:19][CH2:20][O:21][C:22]4[CH:27]=[CH:26][C:25]([O:28][C:29]([F:32])([F:31])[F:30])=[CH:24][CH:23]=4)=[C:17]([C:33]([O:35]CC)=[O:34])[NH:16][C:15]=23)[CH:7]=[CH:8][CH:9]=1)[CH3:2].CCO.O.[Li+].[OH-]. Product: [CH2:1]([O:3][C:4]1[CH:5]=[C:6]([C:10]2[N:11]=[CH:12][CH:13]=[C:14]3[C:18]([CH2:19][CH2:20][O:21][C:22]4[CH:27]=[CH:26][C:25]([O:28][C:29]([F:30])([F:31])[F:32])=[CH:24][CH:23]=4)=[C:17]([C:33]([OH:35])=[O:34])[NH:16][C:15]=23)[CH:7]=[CH:8][CH:9]=1)[CH3:2]. The catalyst class is: 1. (4) Reactant: C(N(CC)CC)C.[N+:8]([C:11]1[CH:19]=[C:18]2[C:14]([CH:15]=[N:16][NH:17]2)=[CH:13][CH:12]=1)([O-:10])=[O:9].[CH3:20][C:21]([O:24][C:25](O[C:25]([O:24][C:21]([CH3:23])([CH3:22])[CH3:20])=[O:26])=[O:26])([CH3:23])[CH3:22]. Product: [N+:8]([C:11]1[CH:19]=[C:18]2[C:14]([CH:15]=[N:16][N:17]2[C:25]([O:24][C:21]([CH3:23])([CH3:22])[CH3:20])=[O:26])=[CH:13][CH:12]=1)([O-:10])=[O:9]. The catalyst class is: 4. (5) Reactant: C(OC(=O)[NH:7][CH2:8][CH2:9][CH2:10][CH2:11][N:12]([CH2:14][CH2:15][NH:16][C:17]([C:19]1[C:24]([NH2:25])=[N:23][C:22]([NH2:26])=[C:21]([Cl:27])[N:20]=1)=[O:18])[CH3:13])(C)(C)C. Product: [NH2:7][CH2:8][CH2:9][CH2:10][CH2:11][N:12]([CH3:13])[CH2:14][CH2:15][NH:16][C:17]([C:19]1[C:24]([NH2:25])=[N:23][C:22]([NH2:26])=[C:21]([Cl:27])[N:20]=1)=[O:18]. The catalyst class is: 157. (6) Reactant: [CH3:1][C:2]1[N:3]=[CH:4][NH:5][CH:6]=1.[H-].[Na+].[CH3:9][Si:10]([CH3:17])([CH3:16])[CH2:11][CH2:12][O:13][CH2:14]Cl. Product: [CH3:1][C:2]1[N:3]=[CH:4][N:5]([CH2:14][O:13][CH2:12][CH2:11][Si:10]([CH3:17])([CH3:16])[CH3:9])[CH:6]=1. The catalyst class is: 1. (7) Product: [F:1][C:2]1[CH:7]=[C:6]([I:8])[CH:5]=[CH:4][C:3]=1[NH:9][C:10]1[C:14]2[CH:15]=[N:16][CH:17]=[CH:18][C:13]=2[N:12]([CH2:19][CH2:20][OH:21])[C:11]=1[C:32]([NH2:34])=[O:33]. The catalyst class is: 5. Reactant: [F:1][C:2]1[CH:7]=[C:6]([I:8])[CH:5]=[CH:4][C:3]=1[NH:9][C:10]1[C:14]2[CH:15]=[N:16][CH:17]=[CH:18][C:13]=2[N:12]([CH2:19][CH2:20][O:21][Si](C(C)C)(C(C)C)C(C)C)[C:11]=1[C:32]([NH2:34])=[O:33].Cl. (8) Reactant: [CH3:1][O:2][C:3]1[CH:4]=[C:5]([C:11]2[S:15][C:14]3=[N:16][C:17]([CH3:20])=[C:18](I)[N:13]3[N:12]=2)[CH:6]=[CH:7][C:8]=1[O:9][CH3:10].CC1(C)C(C)(C)OB([C:29]2[CH:30]=[C:31]([C:36]([F:39])([F:38])[F:37])[C:32]([NH2:35])=[N:33][CH:34]=2)O1.C(Cl)Cl.C(=O)([O-])[O-].[Cs+].[Cs+]. Product: [CH3:1][O:2][C:3]1[CH:4]=[C:5]([C:11]2[S:15][C:14]3=[N:16][C:17]([CH3:20])=[C:18]([C:29]4[CH:30]=[C:31]([C:36]([F:39])([F:38])[F:37])[C:32]([NH2:35])=[N:33][CH:34]=4)[N:13]3[N:12]=2)[CH:6]=[CH:7][C:8]=1[O:9][CH3:10]. The catalyst class is: 622. (9) Reactant: [Cl:1][C:2]1[CH:3]=[C:4]([O:24][CH3:25])[C:5]([O:22][CH3:23])=[C:6]([CH:8]([NH:10][C:11]2[CH:16]=[C:15](F)[CH:14]=[CH:13][C:12]=2[S:18]([CH3:21])(=[O:20])=[O:19])[CH3:9])[CH:7]=1.[CH3:26][N:27]([CH3:34])[CH:28]1[CH2:33][CH2:32][NH:31][CH2:30][CH2:29]1.C(N(CC)C(C)C)(C)C. Product: [Cl:1][C:2]1[CH:3]=[C:4]([O:24][CH3:25])[C:5]([O:22][CH3:23])=[C:6]([CH:8]([NH:10][C:11]2[CH:16]=[C:15]([N:31]3[CH2:32][CH2:33][CH:28]([N:27]([CH3:34])[CH3:26])[CH2:29][CH2:30]3)[CH:14]=[CH:13][C:12]=2[S:18]([CH3:21])(=[O:20])=[O:19])[CH3:9])[CH:7]=1. The catalyst class is: 10. (10) Reactant: [C:1]([C:4]1[CH:5]=[CH:6][C:7]2[S:13][C:12]3[CH:14]=[C:15]([OH:19])[CH:16]=[C:17]([OH:18])[C:11]=3[CH2:10][CH2:9][C:8]=2[CH:20]=1)(=O)[CH3:2].Cl.[NH2:22][OH:23].C([O-])(=O)C.[Na+]. Product: [OH:23][N:22]=[C:1]([C:4]1[CH:5]=[CH:6][C:7]2[S:13][C:12]3[CH:14]=[C:15]([OH:19])[CH:16]=[C:17]([OH:18])[C:11]=3[CH2:10][CH2:9][C:8]=2[CH:20]=1)[CH3:2]. The catalyst class is: 40.